This data is from Forward reaction prediction with 1.9M reactions from USPTO patents (1976-2016). The task is: Predict the product of the given reaction. Given the reactants [CH2:1]([N:3]1[C:14](=[O:15])[C:12]2[N:13]3[C:8](=[CH:9][C:10](=[O:18])[C:11]=2[O:16][CH3:17])[CH:7]([O:19][CH3:20])[CH2:6][CH:5]3[CH2:4]1)[CH3:2].[I:21]N1C(=O)CCC1=O, predict the reaction product. The product is: [CH2:1]([N:3]1[C:14](=[O:15])[C:12]2[N:13]3[C:8](=[C:9]([I:21])[C:10](=[O:18])[C:11]=2[O:16][CH3:17])[CH:7]([O:19][CH3:20])[CH2:6][CH:5]3[CH2:4]1)[CH3:2].